This data is from Catalyst prediction with 721,799 reactions and 888 catalyst types from USPTO. The task is: Predict which catalyst facilitates the given reaction. (1) Reactant: [CH3:1]CN(P1(N(C)CCCN1C)=NC(C)(C)C)CC.[CH:19]1([CH2:25][N:26]2[C:30]([CH2:31][CH2:32][N:33]3[CH2:38][CH2:37][N:36]([C:39]4[CH:44]=[CH:43][CH:42]=[CH:41][C:40]=4[O:45][CH3:46])[CH2:35][CH2:34]3)=[N:29][NH:28][C:27]2=[O:47])[CH2:24][CH2:23][CH2:22][CH2:21][CH2:20]1.CI. Product: [CH:19]1([CH2:25][N:26]2[C:30]([CH2:31][CH2:32][N:33]3[CH2:34][CH2:35][N:36]([C:39]4[CH:44]=[CH:43][CH:42]=[CH:41][C:40]=4[O:45][CH3:46])[CH2:37][CH2:38]3)=[N:29][N:28]([CH3:1])[C:27]2=[O:47])[CH2:24][CH2:23][CH2:22][CH2:21][CH2:20]1. The catalyst class is: 496. (2) Reactant: [CH3:1][C:2]1[C:10]([O:11][C@@H:12]2[CH2:17][CH2:16][CH2:15][C@H:14]([NH2:18])[CH2:13]2)=[CH:9][CH:8]=[C:7]2[C:3]=1[CH:4]=[N:5][N:6]2[CH:19]1[CH2:24][CH2:23][CH2:22][CH2:21][O:20]1.Br[CH2:26][CH2:27][O:28][CH2:29][CH2:30]Br.C(=O)([O-])[O-].[K+].[K+].[OH-].[Na+]. Product: [CH3:1][C:2]1[C:10]([O:11][C@H:12]2[CH2:17][CH2:16][CH2:15][C@@H:14]([N:18]3[CH2:30][CH2:29][O:28][CH2:27][CH2:26]3)[CH2:13]2)=[CH:9][CH:8]=[C:7]2[C:3]=1[CH:4]=[N:5][N:6]2[CH:19]1[CH2:24][CH2:23][CH2:22][CH2:21][O:20]1. The catalyst class is: 80. (3) Reactant: [CH3:1][CH2:2][C@H:3]1[O:18][C:16](=[O:17])[C@H:15]([CH3:19])[C@@H:14]([O:20][C@@H:21]2[O:26][C@@H:25]([CH3:27])[C@H:24]([OH:28])[C@@:23]([O:30][CH3:31])([CH3:29])[CH2:22]2)[C@H:13]([CH3:32])[C@@H:12]([O:33][C@@H:34]2[O:39][C@H:38]([CH3:40])[CH2:37][C@H:36]([N:41]([CH3:43])[CH3:42])[C@H:35]2[OH:44])[C@@:11]([OH:46])([CH3:45])[CH2:10][C@@H:9]([CH3:47])[C:7](=[O:8])[C@H:6]([CH3:48])[C@@H:5]([OH:49])[C@@:4]1([OH:51])[CH3:50].C(S)#N.CC(C)=O. Product: [CH3:1][CH2:2][C@H:3]1[O:18][C:16](=[O:17])[C@H:15]([CH3:19])[C@@H:14]([O:20][C@@H:21]2[O:26][C@@H:25]([CH3:27])[C@H:24]([OH:28])[C@@:23]([O:30][CH3:31])([CH3:29])[CH2:22]2)[C@H:13]([CH3:32])[C@@H:12]([O:33][C@@H:34]2[O:39][C@H:38]([CH3:40])[CH2:37][C@H:36]([N:41]([CH3:42])[CH3:43])[C@H:35]2[OH:44])[C@@:11]([OH:46])([CH3:45])[CH2:10][C@@H:9]([CH3:47])[C:7](=[O:8])[C@H:6]([CH3:48])[C@@H:5]([OH:49])[C@@:4]1([OH:51])[CH3:50]. The catalyst class is: 4.